Dataset: Experimentally validated miRNA-target interactions with 360,000+ pairs, plus equal number of negative samples. Task: Binary Classification. Given a miRNA mature sequence and a target amino acid sequence, predict their likelihood of interaction. (1) The miRNA is rno-miR-351-3p with sequence GGUCAAGAGGCGCCUGGGAAC. The protein sequence of the target gene is MGAPALPQIWQLYLKNYRIATFKNWPFLEDCACTPERMAEAGFIHCPTENEPDLAQCFFCFKELEGWEPDDNPIEEHRKHSPGCAFLTVKKQMEELTVSEFLKLDRQRAKNKIAKETNNKQKEFEETAKTTRQSIEQLAA. Result: 0 (no interaction). (2) The miRNA is hsa-miR-16-1-3p with sequence CCAGUAUUAACUGUGCUGCUGA. The protein sequence of the target gene is MPSSTAMAVGALSSSLLVTCCLMVALCSPSIPLEKLAQAPEQPGQEKREHASRDGPGRVNELGRPARDEGGSGRDWKSKSGRGLAGREPWSKLKQAWVSQGGGAKAGDLQVRPRGDTPQAEALAAAAQDAIGPELAPTPEPPEEYVYPDYRGKGCVDESGFVYAIGEKFAPGPSACPCLCTEEGPLCAQPECPRLHPRCIHVDTSQCCPQCKERKNYCEFRGKTYQTLEEFVVSPCERCRCEANGEVLCTVSACPQTECVDPVYEPDQCCPICKNGPNCFAETAVIPAGREVKTDECTIC.... Result: 0 (no interaction). (3) The miRNA is ssc-miR-361-3p with sequence CCCCCAGGUGUGAUUCUGAUUUGC. The protein sequence of the target gene is MAGNAVDNANHLTYFFGNITREEAEDYLVQGGMTDGLYLLRQSRNYLGGFALSVAHNRKAHHYTIERELNGTYAISGGRAHASPADLCHYHSQEPEGLVCLLKKPFNRPPGVQPKTGPFEDLKENLIREYVKQTWNLQGQALEQAIISQKPQLEKLIATTAHEKMPWFHGNISRDESEQTVLIGSKTNGKFLIRARDNNGSFALCLLHEGKVLHYRIDRDKTGKLSIPEGKKFDTLWQLVEHYSYKPDGLLRVLTVPCQKIGVQMGHPGSSNAHPVTWSPGGIISRIKSYSFPKPGHKKP.... Result: 0 (no interaction).